This data is from Peptide-MHC class II binding affinity with 134,281 pairs from IEDB. The task is: Regression. Given a peptide amino acid sequence and an MHC pseudo amino acid sequence, predict their binding affinity value. This is MHC class II binding data. (1) The peptide sequence is FAVETLASSHVIPTAI. The MHC is H-2-IAb with pseudo-sequence H-2-IAb. The binding affinity (normalized) is 0.759. (2) The peptide sequence is QPNLKALREKVLGLP. The MHC is DRB1_0701 with pseudo-sequence DRB1_0701. The binding affinity (normalized) is 0.193. (3) The peptide sequence is IYWTIVKPGDILLIN. The MHC is DRB1_0101 with pseudo-sequence DRB1_0101. The binding affinity (normalized) is 0.540.